Dataset: Forward reaction prediction with 1.9M reactions from USPTO patents (1976-2016). Task: Predict the product of the given reaction. (1) The product is: [Cl:12][C:3]1[C:2]([C:31]#[C:30][Si:23]([CH:20]([CH3:22])[CH3:21])([CH:27]([CH3:29])[CH3:28])[CH:24]([CH3:26])[CH3:25])=[N:11][C:10]2[C:5](=[CH:6][CH:7]=[CH:8][CH:9]=2)[N:4]=1. Given the reactants Cl[C:2]1[C:3]([Cl:12])=[N:4][C:5]2[C:10]([N:11]=1)=[CH:9][CH:8]=[CH:7][CH:6]=2.CCN(CC)CC.[CH:20]([Si:23]([C:30]#[CH:31])([CH:27]([CH3:29])[CH3:28])[CH:24]([CH3:26])[CH3:25])([CH3:22])[CH3:21], predict the reaction product. (2) The product is: [CH2:8]([O:14][C:13](=[O:16])[C:4]1[CH:12]=[CH:11][C:7]([CH2:22][OH:23])=[CH:6][CH:5]=1)[C:7]1[CH:6]=[CH:5][CH:4]=[CH:12][CH:11]=1. Given the reactants [Br-].OC[C:4]1[CH:12]=[CH:11][C:7]([C:8](O)=O)=[CH:6][CH:5]=1.[C:13](=[O:16])([O-])[O-:14].[Cs+].[Cs+].CN([CH:22]=[O:23])C, predict the reaction product.